Dataset: Forward reaction prediction with 1.9M reactions from USPTO patents (1976-2016). Task: Predict the product of the given reaction. Given the reactants [I-].[CH3:2][P+](C1C=CC=CC=1)(C1C=CC=CC=1)C1C=CC=CC=1.[Li]CCCC.[CH2:27]([N:34]1[CH2:38][C@H:37]([C:39]2[CH:44]=[CH:43][C:42]([F:45])=[C:41]([F:46])[CH:40]=2)[C@@H:36]([CH:47]=O)[CH2:35]1)[C:28]1[CH:33]=[CH:32][CH:31]=[CH:30][CH:29]=1, predict the reaction product. The product is: [CH2:27]([N:34]1[CH2:35][C@H:36]([CH:47]=[CH2:2])[C@@H:37]([C:39]2[CH:44]=[CH:43][C:42]([F:45])=[C:41]([F:46])[CH:40]=2)[CH2:38]1)[C:28]1[CH:33]=[CH:32][CH:31]=[CH:30][CH:29]=1.